This data is from NCI-60 drug combinations with 297,098 pairs across 59 cell lines. The task is: Regression. Given two drug SMILES strings and cell line genomic features, predict the synergy score measuring deviation from expected non-interaction effect. (1) Drug 1: CN1C2=C(C=C(C=C2)N(CCCl)CCCl)N=C1CCCC(=O)O.Cl. Drug 2: CC(C)(C#N)C1=CC(=CC(=C1)CN2C=NC=N2)C(C)(C)C#N. Cell line: SNB-19. Synergy scores: CSS=-7.25, Synergy_ZIP=1.40, Synergy_Bliss=-2.90, Synergy_Loewe=-11.8, Synergy_HSA=-8.30. (2) Drug 1: CCN(CC)CCCC(C)NC1=C2C=C(C=CC2=NC3=C1C=CC(=C3)Cl)OC. Drug 2: C1CCC(C(C1)N)N.C(=O)(C(=O)[O-])[O-].[Pt+4]. Cell line: ACHN. Synergy scores: CSS=16.6, Synergy_ZIP=-5.92, Synergy_Bliss=-0.891, Synergy_Loewe=-9.31, Synergy_HSA=-0.933. (3) Drug 1: CC1=C(C=C(C=C1)NC(=O)C2=CC=C(C=C2)CN3CCN(CC3)C)NC4=NC=CC(=N4)C5=CN=CC=C5. Drug 2: C1CN1C2=NC(=NC(=N2)N3CC3)N4CC4. Cell line: MCF7. Synergy scores: CSS=9.91, Synergy_ZIP=-3.38, Synergy_Bliss=-0.934, Synergy_Loewe=-13.6, Synergy_HSA=-4.23. (4) Drug 1: CC1C(C(CC(O1)OC2CC(CC3=C2C(=C4C(=C3O)C(=O)C5=C(C4=O)C(=CC=C5)OC)O)(C(=O)CO)O)N)O.Cl. Drug 2: C1CCN(CC1)CCOC2=CC=C(C=C2)C(=O)C3=C(SC4=C3C=CC(=C4)O)C5=CC=C(C=C5)O. Cell line: U251. Synergy scores: CSS=2.79, Synergy_ZIP=4.38, Synergy_Bliss=10.5, Synergy_Loewe=4.63, Synergy_HSA=4.27. (5) Drug 1: CC12CCC3C(C1CCC2=O)CC(=C)C4=CC(=O)C=CC34C. Drug 2: CC(CN1CC(=O)NC(=O)C1)N2CC(=O)NC(=O)C2. Cell line: OVCAR-8. Synergy scores: CSS=48.1, Synergy_ZIP=2.60, Synergy_Bliss=2.74, Synergy_Loewe=2.04, Synergy_HSA=4.46. (6) Drug 1: CC12CCC(CC1=CCC3C2CCC4(C3CC=C4C5=CN=CC=C5)C)O. Drug 2: COC1=NC(=NC2=C1N=CN2C3C(C(C(O3)CO)O)O)N. Cell line: HCT-15. Synergy scores: CSS=7.62, Synergy_ZIP=-0.424, Synergy_Bliss=2.68, Synergy_Loewe=-6.88, Synergy_HSA=-0.351. (7) Drug 1: C1CC(=O)NC(=O)C1N2CC3=C(C2=O)C=CC=C3N. Drug 2: CC(CN1CC(=O)NC(=O)C1)N2CC(=O)NC(=O)C2. Cell line: HL-60(TB). Synergy scores: CSS=75.2, Synergy_ZIP=18.3, Synergy_Bliss=17.8, Synergy_Loewe=13.3, Synergy_HSA=21.9. (8) Drug 1: CN1C(=O)N2C=NC(=C2N=N1)C(=O)N. Drug 2: CC1=C(C(=CC=C1)Cl)NC(=O)C2=CN=C(S2)NC3=CC(=NC(=N3)C)N4CCN(CC4)CCO. Cell line: HT29. Synergy scores: CSS=27.0, Synergy_ZIP=0.231, Synergy_Bliss=-2.33, Synergy_Loewe=-29.9, Synergy_HSA=-5.23.